This data is from NCI-60 drug combinations with 297,098 pairs across 59 cell lines. The task is: Regression. Given two drug SMILES strings and cell line genomic features, predict the synergy score measuring deviation from expected non-interaction effect. (1) Drug 1: C1=NC2=C(N1)C(=S)N=C(N2)N. Drug 2: C1=CC(=CC=C1C#N)C(C2=CC=C(C=C2)C#N)N3C=NC=N3. Cell line: RPMI-8226. Synergy scores: CSS=32.8, Synergy_ZIP=2.39, Synergy_Bliss=4.01, Synergy_Loewe=-20.4, Synergy_HSA=1.56. (2) Drug 1: CC12CCC(CC1=CCC3C2CCC4(C3CC=C4C5=CN=CC=C5)C)O. Drug 2: CC1C(C(CC(O1)OC2CC(CC3=C2C(=C4C(=C3O)C(=O)C5=C(C4=O)C(=CC=C5)OC)O)(C(=O)CO)O)N)O.Cl. Cell line: UACC-257. Synergy scores: CSS=51.6, Synergy_ZIP=3.24, Synergy_Bliss=4.44, Synergy_Loewe=-9.47, Synergy_HSA=5.17. (3) Drug 1: CC(C1=C(C=CC(=C1Cl)F)Cl)OC2=C(N=CC(=C2)C3=CN(N=C3)C4CCNCC4)N. Drug 2: C1=NC2=C(N=C(N=C2N1C3C(C(C(O3)CO)O)O)F)N. Cell line: SW-620. Synergy scores: CSS=11.9, Synergy_ZIP=-2.20, Synergy_Bliss=0.0987, Synergy_Loewe=-7.11, Synergy_HSA=-1.04.